From a dataset of Peptide-MHC class II binding affinity with 134,281 pairs from IEDB. Regression. Given a peptide amino acid sequence and an MHC pseudo amino acid sequence, predict their binding affinity value. This is MHC class II binding data. (1) The binding affinity (normalized) is 0.163. The peptide sequence is APYHFDLSGHAFGAM. The MHC is HLA-DQA10401-DQB10402 with pseudo-sequence HLA-DQA10401-DQB10402. (2) The peptide sequence is SQDLELDWNLNGLQAY. The MHC is DRB1_0802 with pseudo-sequence DRB1_0802. The binding affinity (normalized) is 0.174.